Dataset: NCI-60 drug combinations with 297,098 pairs across 59 cell lines. Task: Regression. Given two drug SMILES strings and cell line genomic features, predict the synergy score measuring deviation from expected non-interaction effect. (1) Drug 1: CCC1(CC2CC(C3=C(CCN(C2)C1)C4=CC=CC=C4N3)(C5=C(C=C6C(=C5)C78CCN9C7C(C=CC9)(C(C(C8N6C)(C(=O)OC)O)OC(=O)C)CC)OC)C(=O)OC)O.OS(=O)(=O)O. Drug 2: N.N.Cl[Pt+2]Cl. Cell line: OVCAR-5. Synergy scores: CSS=47.8, Synergy_ZIP=0.0931, Synergy_Bliss=2.41, Synergy_Loewe=8.55, Synergy_HSA=5.39. (2) Drug 1: CC1=CC=C(C=C1)C2=CC(=NN2C3=CC=C(C=C3)S(=O)(=O)N)C(F)(F)F. Drug 2: CC1=C2C(C(=O)C3(C(CC4C(C3C(C(C2(C)C)(CC1OC(=O)C(C(C5=CC=CC=C5)NC(=O)C6=CC=CC=C6)O)O)OC(=O)C7=CC=CC=C7)(CO4)OC(=O)C)O)C)OC(=O)C. Cell line: SK-MEL-5. Synergy scores: CSS=38.3, Synergy_ZIP=12.9, Synergy_Bliss=16.9, Synergy_Loewe=9.40, Synergy_HSA=16.3.